The task is: Predict the reactants needed to synthesize the given product.. This data is from Full USPTO retrosynthesis dataset with 1.9M reactions from patents (1976-2016). (1) The reactants are: [C:1]([O:4][C@@H:5]1[C@@H:10]([O:11][C:12](=[O:14])[CH3:13])[C@H:9]([O:15][C:16](=[O:18])[CH3:17])[C@@H:8]([CH2:19][O:20][C:21](=[O:23])[CH3:22])[O:7][C@H:6]1[O:24][C:25]1[C:29]([CH2:30][C:31]2[CH:36]=[CH:35][C:34]([O:37][CH2:38][CH2:39][CH2:40][OH:41])=[CH:33][CH:32]=2)=[C:28]([CH:42]([CH3:44])[CH3:43])[NH:27][N:26]=1)(=[O:3])[CH3:2].C(N(CC)CC)C.[CH3:52][S:53](Cl)(=[O:55])=[O:54].Cl. Given the product [C:1]([O:4][C@@H:5]1[C@@H:10]([O:11][C:12](=[O:14])[CH3:13])[C@H:9]([O:15][C:16](=[O:18])[CH3:17])[C@@H:8]([CH2:19][O:20][C:21](=[O:23])[CH3:22])[O:7][C@H:6]1[O:24][C:25]1[C:29]([CH2:30][C:31]2[CH:36]=[CH:35][C:34]([O:37][CH2:38][CH2:39][CH2:40][O:41][S:53]([CH3:52])(=[O:55])=[O:54])=[CH:33][CH:32]=2)=[C:28]([CH:42]([CH3:44])[CH3:43])[NH:27][N:26]=1)(=[O:3])[CH3:2], predict the reactants needed to synthesize it. (2) Given the product [NH2:1][C:2]1[N:3]=[C:4]([C:13]2[O:14][CH:15]=[C:16]([CH3:18])[CH:17]=2)[C:5]([C:11]#[N:12])=[C:6]([S:8][CH2:10][CH2:25][C:20]2[CH:21]=[CH:22][CH:23]=[CH:24][N:19]=2)[N:7]=1, predict the reactants needed to synthesize it. The reactants are: [NH2:1][C:2]1[N:7]=[C:6]([S:8]([CH3:10])=O)[C:5]([C:11]#[N:12])=[C:4]([C:13]2[O:14][CH:15]=[C:16]([CH3:18])[CH:17]=2)[N:3]=1.[N:19]1[CH:24]=[CH:23][CH:22]=[CH:21][C:20]=1[CH2:25]CS.C1CCN2C(=NCCC2)CC1.